This data is from Full USPTO retrosynthesis dataset with 1.9M reactions from patents (1976-2016). The task is: Predict the reactants needed to synthesize the given product. (1) Given the product [CH:32]1[C:33]2[C:34]3[CH:26]([CH2:25][C:24](=[O:10])[CH:35]=3)[CH2:27][CH2:28][C:29]=2[S:30][CH:31]=1, predict the reactants needed to synthesize it. The reactants are: S1C2CCCC(=[O:10])C=2C=C1.[Li]C1C=CC=CC=1.C1([C:24]2[CH:35]=[C:34]3[CH:26]([CH2:27][CH2:28][C:29]4[S:30][CH:31]=[CH:32][C:33]=43)[CH:25]=2)C=CC=CC=1.C1(C2CC3C4C=CSC=4CCC=3C=2)C=CC=CC=1. (2) Given the product [CH:28]1[C:29]2[NH:22][C:17]3[C:16](=[CH:21][CH:20]=[CH:19][CH:18]=3)[C:30]=2[CH:25]=[C:26]([N:22]2[C:17]3[CH:18]=[CH:19][CH:20]=[CH:21][C:16]=3[C:29]3[C:23]2=[CH:27][CH:26]=[CH:25][CH:30]=3)[CH:27]=1, predict the reactants needed to synthesize it. The reactants are: CC1(C)C(C)(C)OB(C2C=C(N3[C:23]4=N[C:25]5[CH:30]=[CH:29][CH:28]=[CH:27][C:26]=5[N:22]4[C:17]4[CH:18]=[CH:19][CH:20]=[CH:21][C:16]3=4)C=CC=2)O1. (3) Given the product [C:1]1([CH2:7][C@@H:8]([OH:10])[CH3:9])[CH:6]=[CH:5][CH:4]=[CH:3][CH:2]=1, predict the reactants needed to synthesize it. The reactants are: [C:1]1([CH2:7][C:8](=[O:10])[CH3:9])[CH:6]=[CH:5][CH:4]=[CH:3][CH:2]=1. (4) The reactants are: [NH2:1][C:2]1[CH:7]=[CH:6][C:5]([Cl:8])=[CH:4][N:3]=1.[CH:9]1([CH2:15][C@H:16]([N:20]2[C:24](=[O:25])[C@H:23]([CH2:26][CH:27]3[CH2:32][CH2:31][CH2:30][CH2:29][CH2:28]3)[NH:22][C:21]2=[O:33])[C:17](O)=[O:18])[CH2:14][CH2:13][CH2:12][CH2:11][CH2:10]1. Given the product [Cl:8][C:5]1[CH:6]=[CH:7][C:2]([NH:1][C:17](=[O:18])[C@@H:16]([N:20]2[C:24](=[O:25])[C@H:23]([CH2:26][CH:27]3[CH2:32][CH2:31][CH2:30][CH2:29][CH2:28]3)[NH:22][C:21]2=[O:33])[CH2:15][CH:9]2[CH2:10][CH2:11][CH2:12][CH2:13][CH2:14]2)=[N:3][CH:4]=1, predict the reactants needed to synthesize it. (5) Given the product [OH:46][CH2:45][CH2:44][O:47][C:79](=[O:80])[NH:78][C:75]1[CH:74]=[CH:73][C:72]([C:61]2[N:60]=[C:59]3[N:55]([CH:51]([CH2:50][O:49][CH3:48])[CH2:52][O:53][CH3:54])[N:56]=[CH:57][C:58]3=[C:63]([N:64]3[CH2:65][CH:66]4[O:71][CH:69]([CH2:68][CH2:67]4)[CH2:70]3)[N:62]=2)=[CH:77][CH:76]=1, predict the reactants needed to synthesize it. The reactants are: C12OC(CC1)CN(C1N=C(C3C=CC(N)=CC=3)N=C3N(C(COC)COC)N=CC=13)C2.ClC(Cl)(OC(=O)OC(Cl)(Cl)Cl)Cl.[CH2:44]([OH:47])[CH2:45][OH:46].[CH3:48][O:49][CH2:50][CH:51]([N:55]1[C:59]2=[N:60][C:61]([C:72]3[CH:77]=[CH:76][C:75]([N:78]=[C:79]=[O:80])=[CH:74][CH:73]=3)=[N:62][C:63]([N:64]3[CH2:70][CH:69]4[O:71][CH:66]([CH2:67][CH2:68]4)[CH2:65]3)=[C:58]2[CH:57]=[N:56]1)[CH2:52][O:53][CH3:54].